Dataset: Full USPTO retrosynthesis dataset with 1.9M reactions from patents (1976-2016). Task: Predict the reactants needed to synthesize the given product. (1) Given the product [C:13]([C:9]1[C:10]([C:11]#[N:12])=[C:6]([C:4]([OH:5])=[O:3])[N:7]([CH3:17])[N:8]=1)([CH3:16])([CH3:14])[CH3:15], predict the reactants needed to synthesize it. The reactants are: C([O:3][C:4]([C:6]1[N:7]([CH3:17])[N:8]=[C:9]([C:13]([CH3:16])([CH3:15])[CH3:14])[C:10]=1[C:11]#[N:12])=[O:5])C.[OH-].[Na+]. (2) The reactants are: Br[C:2]1[CH:7]=[C:6]([F:8])[CH:5]=[CH:4][C:3]=1[O:9][C@H:10]([CH2:12][CH:13]=[CH2:14])[CH3:11].FC1C=CC([B:22]([OH:24])[OH:23])=C(O[C@H](CC=C)C)C=1. Given the product [F:8][C:6]1[CH:5]=[CH:4][C:3]([O:9][C@H:10]([CH2:12][CH:13]=[CH2:14])[CH3:11])=[C:2]([B:22]([OH:24])[OH:23])[CH:7]=1, predict the reactants needed to synthesize it. (3) Given the product [OH:2][C:3]1[CH:8]=[CH:7][C:6]([C:9]2[CH:10]([CH3:16])[CH2:11][C:12](=[O:15])[NH:13][N:14]=2)=[CH:5][CH:4]=1, predict the reactants needed to synthesize it. The reactants are: C[O:2][C:3]1[CH:8]=[CH:7][C:6]([C:9]2[CH:10]([CH3:16])[CH2:11][C:12](=[O:15])[NH:13][N:14]=2)=[CH:5][CH:4]=1.[Cl-].[Al+3].[Cl-].[Cl-].